Dataset: Full USPTO retrosynthesis dataset with 1.9M reactions from patents (1976-2016). Task: Predict the reactants needed to synthesize the given product. Given the product [O:37]1[C:38]2=[CH:39][CH:40]=[CH:45][C:44]2=[CH:43][CH:42]=[C:41]1[N:28]([C:29]1[CH:30]=[CH:31][CH:32]=[CH:33][CH:34]=1)[C:27]([CH:11]([C:8]1[CH:9]=[CH:10][C:5]([C:1]([CH3:2])([CH3:4])[CH3:3])=[CH:6][CH:7]=1)[CH2:12][C:13]1[S:17][C:16]([C:18]([NH:20][CH2:21][CH2:22][S:23]([OH:26])(=[O:25])=[O:24])=[O:19])=[CH:15][CH:14]=1)=[O:36], predict the reactants needed to synthesize it. The reactants are: [C:1]([C:5]1[CH:10]=[CH:9][C:8]([CH:11]([C:27](=[O:36])[NH:28][C:29]2[CH:34]=[CH:33][C:32](I)=[CH:31][CH:30]=2)[CH2:12][C:13]2[S:17][C:16]([C:18]([NH:20][CH2:21][CH2:22][S:23]([OH:26])(=[O:25])=[O:24])=[O:19])=[CH:15][CH:14]=2)=[CH:7][CH:6]=1)([CH3:4])([CH3:3])[CH3:2].[O:37]1[C:41]2[CH:42]=[CH:43][CH:44]=[CH:45][C:40]=2[CH:39]=[C:38]1B(O)O.C(=O)([O-])[O-].[Na+].[Na+].C(#N)C.